The task is: Predict the reactants needed to synthesize the given product.. This data is from Full USPTO retrosynthesis dataset with 1.9M reactions from patents (1976-2016). (1) Given the product [NH2:17][C:15]1[N:14]=[CH:13][N:12]=[C:11]2[N:10]([CH:18]([CH3:20])[CH3:19])[N:9]=[C:8]([C:4]3[CH:3]=[C:2]([NH:1][S:31]([CH:30]=[CH2:29])(=[O:33])=[O:32])[CH:7]=[CH:6][CH:5]=3)[C:16]=12, predict the reactants needed to synthesize it. The reactants are: [NH2:1][C:2]1[CH:3]=[C:4]([C:8]2[C:16]3[C:11](=[N:12][CH:13]=[N:14][C:15]=3[NH2:17])[N:10]([CH:18]([CH3:20])[CH3:19])[N:9]=2)[CH:5]=[CH:6][CH:7]=1.C(N(CC)CC)C.Cl[CH2:29][CH2:30][S:31](Cl)(=[O:33])=[O:32].C(=O)(O)[O-].[Na+]. (2) Given the product [OH:8][C:7]1[C@@H:5]([C@@H:3]([OH:4])[CH2:2][OH:1])[O:6][C:11](=[O:12])[C:9]=1[OH:10], predict the reactants needed to synthesize it. The reactants are: [OH:1][CH2:2][C@@H:3]([C@H:5]([C@@H:7]([C@@H:9]([CH2:11][OH:12])[OH:10])[OH:8])[OH:6])[OH:4].C([O-])([O-])=O.[Ca+2]. (3) The reactants are: [NH:1]1[CH2:5][CH2:4][NH:3][C:2]1=[O:6].Br[C:8]1[CH:17]=[C:16]2[C:11]([CH:12]=[CH:13][CH:14]=[N:15]2)=[CH:10][CH:9]=1.N[C@@H]1[CH2:24][CH2:23][CH2:22][CH2:21][C@H:20]1[NH2:25].P([O-])([O-])([O-])=O.[K+].[K+].[K+].O1CCOC[CH2:35]1. Given the product [CH3:35][C:22]1[CH:21]=[CH:20][N:25]=[CH:24][C:23]=1[N:1]1[CH2:5][CH2:4][N:3]([C:8]2[CH:17]=[C:16]3[C:11]([CH:12]=[CH:13][CH:14]=[N:15]3)=[CH:10][CH:9]=2)[C:2]1=[O:6], predict the reactants needed to synthesize it. (4) Given the product [CH3:3][O:4][C:5]1[N:10]=[C:9]([NH:11][C:32]([C:31]2[C:13]([CH3:12])=[N:14][N:15]3[CH:20]=[CH:19][C:18]([C:21]4[CH:26]=[CH:25][CH:24]=[CH:23][C:22]=4[C:27]([F:30])([F:28])[F:29])=[N:17][C:16]=23)=[O:33])[CH:8]=[CH:7][N:6]=1, predict the reactants needed to synthesize it. The reactants are: [H-].[Na+].[CH3:3][O:4][C:5]1[N:10]=[C:9]([NH2:11])[CH:8]=[CH:7][N:6]=1.[CH3:12][C:13]1[C:31]([C:32](OC2C=CC([N+]([O-])=O)=CC=2)=[O:33])=[C:16]2[N:17]=[C:18]([C:21]3[CH:26]=[CH:25][CH:24]=[CH:23][C:22]=3[C:27]([F:30])([F:29])[F:28])[CH:19]=[CH:20][N:15]2[N:14]=1. (5) The reactants are: S([O-])([O-])(=O)=O.[Mg+2].[NH2:7][C@@H:8]([CH2:11][O:12][CH2:13][C:14]1[CH:19]=[CH:18][CH:17]=[CH:16][CH:15]=1)[CH2:9][OH:10].[CH3:20][C:21]([CH3:35])([CH3:34])[CH2:22][O:23][CH:24]([O:28][CH2:29][C:30]([CH3:33])([CH3:32])[CH3:31])[C:25](=O)[CH3:26].C([BH3-])#N.[Na+].C(O)(=O)C. Given the product [CH2:13]([O:12][CH2:11][C@H:8]([NH:7][C@@H:25]([CH3:26])[CH:24]([O:23][CH2:22][C:21]([CH3:35])([CH3:34])[CH3:20])[O:28][CH2:29][C:30]([CH3:33])([CH3:31])[CH3:32])[CH2:9][OH:10])[C:14]1[CH:19]=[CH:18][CH:17]=[CH:16][CH:15]=1, predict the reactants needed to synthesize it. (6) Given the product [F:38][C:35]1[CH:34]=[CH:33][C:32]([NH:13][S:14]([C:17]2[CH:18]=[C:19]3[C:23](=[CH:24][CH:25]=2)[CH2:22][N:21]([C:26]2[CH:31]=[CH:30][CH:29]=[CH:28][CH:27]=2)[CH2:20]3)(=[O:16])=[O:15])=[CH:37][CH:36]=1, predict the reactants needed to synthesize it. The reactants are: FC(F)(F)C(O)=O.COC1C=C(OC)C=CC=1C[N:13]([C:32]1[CH:37]=[CH:36][C:35]([F:38])=[CH:34][CH:33]=1)[S:14]([C:17]1[CH:18]=[C:19]2[C:23](=[CH:24][CH:25]=1)[CH2:22][N:21]([C:26]1[CH:31]=[CH:30][CH:29]=[CH:28][CH:27]=1)[CH2:20]2)(=[O:16])=[O:15].C(=O)([O-])O.[Na+].